From a dataset of Reaction yield outcomes from USPTO patents with 853,638 reactions. Predict the reaction yield, written as a fraction of the theoretical maximum amount of product (1.0 means a 100% yield; for example, 0.34 means a 34% yield). No catalyst specified. The product is [CH3:1][O:2][C:3](=[O:33])[C:4]1[CH:9]=[CH:8][C:7]([CH2:10][N:11]2[CH:15]=[C:14]([C:16]3[CH:21]=[CH:20][C:19]([Cl:22])=[CH:18][C:17]=3[Cl:23])[N:13]=[C:12]2/[CH:24]=[CH:25]/[C:26]2[CH:27]=[CH:28][C:29]([NH:32][S:42]([C:39]3[CH:38]=[CH:37][C:36]([C:35]([F:34])([F:46])[F:47])=[CH:41][CH:40]=3)(=[O:44])=[O:43])=[CH:30][CH:31]=2)=[CH:6][CH:5]=1. The yield is 0.920. The reactants are [CH3:1][O:2][C:3](=[O:33])[C:4]1[CH:9]=[CH:8][C:7]([CH2:10][N:11]2[CH:15]=[C:14]([C:16]3[CH:21]=[CH:20][C:19]([Cl:22])=[CH:18][C:17]=3[Cl:23])[N:13]=[C:12]2/[CH:24]=[CH:25]/[C:26]2[CH:31]=[CH:30][C:29]([NH2:32])=[CH:28][CH:27]=2)=[CH:6][CH:5]=1.[F:34][C:35]([F:47])([F:46])[C:36]1[CH:41]=[CH:40][C:39]([S:42](Cl)(=[O:44])=[O:43])=[CH:38][CH:37]=1.